From a dataset of Reaction yield outcomes from USPTO patents with 853,638 reactions. Predict the reaction yield, written as a fraction of the theoretical maximum amount of product (1.0 means a 100% yield; for example, 0.34 means a 34% yield). The reactants are [CH2:1]([C:3]1[C:8](=[O:9])[NH:7][C:6]([CH3:10])=[C:5]([C:11]2[S:15][C:14]([S:16]([Cl:19])(=[O:18])=[O:17])=[CH:13][CH:12]=2)[CH:4]=1)[CH3:2].[N:20]1([CH2:26][CH2:27][NH2:28])[CH2:25][CH2:24][CH2:23][CH2:22][CH2:21]1. No catalyst specified. The product is [ClH:19].[N:20]1([CH2:26][CH2:27][NH:28][S:16]([C:14]2[S:15][C:11]([C:5]3[CH:4]=[C:3]([CH2:1][CH3:2])[C:8](=[O:9])[NH:7][C:6]=3[CH3:10])=[CH:12][CH:13]=2)(=[O:18])=[O:17])[CH2:25][CH2:24][CH2:23][CH2:22][CH2:21]1. The yield is 0.600.